This data is from Peptide-MHC class I binding affinity with 185,985 pairs from IEDB/IMGT. The task is: Regression. Given a peptide amino acid sequence and an MHC pseudo amino acid sequence, predict their binding affinity value. This is MHC class I binding data. (1) The peptide sequence is ITSGFLGPL. The binding affinity (normalized) is 0.428. The MHC is Patr-B0101 with pseudo-sequence Patr-B0101. (2) The peptide sequence is YTGAMTSKF. The MHC is HLA-B45:06 with pseudo-sequence HLA-B45:06. The binding affinity (normalized) is 0.213. (3) The peptide sequence is IVLSHILPL. The MHC is HLA-B18:01 with pseudo-sequence HLA-B18:01. The binding affinity (normalized) is 0.0847. (4) The binding affinity (normalized) is 0.0847. The peptide sequence is AEGVVAFLI. The MHC is HLA-A03:01 with pseudo-sequence HLA-A03:01. (5) The peptide sequence is MGKTITDVK. The MHC is HLA-B46:01 with pseudo-sequence HLA-B46:01. The binding affinity (normalized) is 0.0847. (6) The peptide sequence is YITIQDRPR. The MHC is HLA-A33:01 with pseudo-sequence HLA-A33:01. The binding affinity (normalized) is 0.517. (7) The peptide sequence is VGMVYVKF. The MHC is Mamu-B52 with pseudo-sequence Mamu-B52. The binding affinity (normalized) is 0.976. (8) The binding affinity (normalized) is 0.0847. The MHC is HLA-A31:01 with pseudo-sequence HLA-A31:01. The peptide sequence is IIRTENRPL. (9) The peptide sequence is HAMTLMQER. The MHC is HLA-A03:01 with pseudo-sequence HLA-A03:01. The binding affinity (normalized) is 0.0847. (10) The peptide sequence is WLWYIKIFI. The MHC is HLA-A02:01 with pseudo-sequence HLA-A02:01. The binding affinity (normalized) is 0.543.